The task is: Predict which catalyst facilitates the given reaction.. This data is from Catalyst prediction with 721,799 reactions and 888 catalyst types from USPTO. (1) Reactant: [OH:1][N:2]1[C:10](=[O:11])[C:9]2[C:4](=[CH:5][CH:6]=[CH:7][CH:8]=2)[C:3]1=[O:12].O[N:14]1[C:19]2[CH:20]=[N:21][N:22]([CH3:23])[C:18]=2[CH2:17][CH:16](C(OC(C)(C)C)=O)[CH2:15]1.[C:31]1(P(C2C=CC=CC=2)C2C=CC=CC=2)C=CC=CC=1.[CH3:62][CH:61]([O:60][C:58](/N=N/[C:58]([O:60][CH:61]([CH3:63])[CH3:62])=[O:59])=[O:59])[CH3:63]. Product: [O:12]=[C:3]1[C:4]2[C:9](=[CH:8][CH:7]=[CH:6][CH:5]=2)[C:10](=[O:11])[N:2]1[O:1][CH:16]1[CH2:15][N:14]([C:58]([O:60][C:61]([CH3:63])([CH3:31])[CH3:62])=[O:59])[CH2:19][C:18]2[N:22]([CH3:23])[N:21]=[CH:20][C:17]1=2. The catalyst class is: 1. (2) Reactant: [OH:1][B:2]([OH:11])[C:3]1[S:7][C:6]([C:8]([OH:10])=[O:9])=[CH:5][CH:4]=1.O[C:13]([C:16](O)([CH3:18])[CH3:17])([CH3:15])[CH3:14].O. Product: [CH3:14][C:13]1([CH3:15])[C:16]([CH3:18])([CH3:17])[O:1][B:2]([C:3]2[S:7][C:6]([C:8]([OH:10])=[O:9])=[CH:5][CH:4]=2)[O:11]1. The catalyst class is: 798. (3) Reactant: Br[C:2]1[CH:7]=[CH:6][C:5]([Br:8])=[CH:4][N:3]=1.[C:9]([Cu])#[N:10].[OH-].[Na+].C(OCC)(=O)C. Product: [Br:8][C:5]1[CH:4]=[N:3][C:2]([C:9]#[N:10])=[CH:7][CH:6]=1. The catalyst class is: 37. (4) Reactant: S(Cl)([Cl:3])=O.[F:5][C:6]1[CH:7]=[C:8]([C@@H:13]2[CH2:15][C@H:14]2[C:16]([OH:18])=O)[CH:9]=[CH:10][C:11]=1[F:12]. Product: [F:5][C:6]1[CH:7]=[C:8]([C@@H:13]2[CH2:15][C@H:14]2[C:16]([Cl:3])=[O:18])[CH:9]=[CH:10][C:11]=1[F:12]. The catalyst class is: 11. (5) Reactant: [CH3:1][O:2][C:3]1[CH:4]=[C:5]([CH2:11][CH2:12][C:13](Cl)=[O:14])[CH:6]=[CH:7][C:8]=1[O:9][CH3:10].Cl.[CH3:17][O:18][C:19]1[CH:26]=[CH:25][C:22]([CH2:23][NH2:24])=[CH:21][C:20]=1[CH3:27]. Product: [CH3:17][O:18][C:19]1[CH:26]=[CH:25][C:22]([CH2:23][NH:24][C:13](=[O:14])[CH2:12][CH2:11][C:5]2[CH:6]=[CH:7][C:8]([O:9][CH3:10])=[C:3]([O:2][CH3:1])[CH:4]=2)=[CH:21][C:20]=1[CH3:27]. The catalyst class is: 66. (6) Reactant: [C:1]([O:5][C:6](=[O:20])[CH2:7][N:8]1[C:13](=[O:14])[C:12]2[N:15]=[CH:16][CH:17]=[CH:18][C:11]=2[NH:10][C:9]1=[O:19])([CH3:4])([CH3:3])[CH3:2].Br[CH2:22][C:23]([NH:25][C:26]1[CH:31]=[C:30]([Cl:32])[C:29]([O:33][CH3:34])=[CH:28][C:27]=1[O:35][CH3:36])=[O:24].C([O-])([O-])=O.[Cs+].[Cs+].CN(C=O)C. Product: [C:1]([O:5][C:6](=[O:20])[CH2:7][N:8]1[C:13](=[O:14])[C:12]2[N:15]=[CH:16][CH:17]=[CH:18][C:11]=2[N:10]([CH2:22][C:23](=[O:24])[NH:25][C:26]2[CH:31]=[C:30]([Cl:32])[C:29]([O:33][CH3:34])=[CH:28][C:27]=2[O:35][CH3:36])[C:9]1=[O:19])([CH3:4])([CH3:2])[CH3:3]. The catalyst class is: 6. (7) Reactant: [CH:1]([C:4]1[CH:9]=[CH:8][C:7]([C:10](=[O:17])[CH2:11][CH2:12][CH2:13][C:14]([OH:16])=[O:15])=[CH:6][CH:5]=1)([CH3:3])[CH3:2].[OH-].[Na+:19]. Product: [Na+:19].[CH:1]([C:4]1[CH:9]=[CH:8][C:7]([C:10](=[O:17])[CH2:11][CH2:12][CH2:13][C:14]([O-:16])=[O:15])=[CH:6][CH:5]=1)([CH3:3])[CH3:2]. The catalyst class is: 8.